From a dataset of Full USPTO retrosynthesis dataset with 1.9M reactions from patents (1976-2016). Predict the reactants needed to synthesize the given product. (1) Given the product [C:1]([O:4][CH:5]1[O:27][C@H:26]([CH2:28][P:30]([O:34][CH2:35][CH3:36])([O:31][CH2:32][CH3:33])=[O:37])[C@@H:16]([O:17][C:18](=[O:25])[C:19]2[CH:24]=[CH:23][CH:22]=[CH:21][CH:20]=2)[C@H:6]1[O:7][C:8](=[O:15])[C:9]1[CH:14]=[CH:13][CH:12]=[CH:11][CH:10]=1)(=[O:3])[CH3:2], predict the reactants needed to synthesize it. The reactants are: [C:1]([O:4][CH:5]1[O:27][C@H:26]([CH2:28]Br)[C@@H:16]([O:17][C:18](=[O:25])[C:19]2[CH:24]=[CH:23][CH:22]=[CH:21][CH:20]=2)[C@H:6]1[O:7][C:8](=[O:15])[C:9]1[CH:14]=[CH:13][CH:12]=[CH:11][CH:10]=1)(=[O:3])[CH3:2].[P:30]([O:37]CC)([O:34][CH2:35][CH3:36])[O:31][CH2:32][CH3:33]. (2) Given the product [C:15]([C:11]1[CH:10]=[C:9]([C:6]2([NH:5][CH2:4][C@@H:3]([OH:19])[C@@H:2]([NH:1][C:64](=[O:65])[CH2:63][O:62][CH3:61])[CH2:20][C:21]3[CH:26]=[CH:25][C:24]([NH:27][C:28]4[CH:33]=[C:32]([C:34]5[CH:39]=[CH:38][CH:37]=[CH:36][CH:35]=5)[N:31]=[CH:30][N:29]=4)=[CH:23][CH:22]=3)[CH2:8][CH2:7]2)[CH:14]=[CH:13][CH:12]=1)([CH3:17])([CH3:18])[CH3:16], predict the reactants needed to synthesize it. The reactants are: [NH2:1][C@@H:2]([CH2:20][C:21]1[CH:26]=[CH:25][C:24]([NH:27][C:28]2[CH:33]=[C:32]([C:34]3[CH:39]=[CH:38][CH:37]=[CH:36][CH:35]=3)[N:31]=[CH:30][N:29]=2)=[CH:23][CH:22]=1)[C@H:3]([OH:19])[CH2:4][NH:5][C:6]1([C:9]2[CH:14]=[CH:13][CH:12]=[C:11]([C:15]([CH3:18])([CH3:17])[CH3:16])[CH:10]=2)[CH2:8][CH2:7]1.CCN(C(C)C)C(C)C.Cl.CN(C)CCCN=C=NCC.[CH3:61][O:62][CH2:63][C:64](O)=[O:65]. (3) Given the product [CH3:16][O:15][C:11]1[CH:10]=[C:9]2[C:14]([C:6]([C:4]([OH:5])=[O:3])=[C:7]([C:18]([F:20])([F:21])[F:19])[N:8]2[CH3:17])=[CH:13][CH:12]=1, predict the reactants needed to synthesize it. The reactants are: C([O:3][C:4]([C:6]1[C:14]2[C:9](=[CH:10][C:11]([O:15][CH3:16])=[CH:12][CH:13]=2)[N:8]([CH3:17])[C:7]=1[C:18]([F:21])([F:20])[F:19])=[O:5])C.[OH-].[K+].Cl. (4) Given the product [NH2:20][C:17]1[CH:18]=[C:19]2[C:14](=[CH:15][CH:16]=1)[N:13]=[CH:12][C:11]([C:23]#[N:24])=[C:10]2[NH:9][C:4]1[CH:5]=[CH:6][C:7]([F:8])=[C:2]([Cl:1])[CH:3]=1, predict the reactants needed to synthesize it. The reactants are: [Cl:1][C:2]1[CH:3]=[C:4]([NH:9][C:10]2[C:19]3[C:14](=[CH:15][CH:16]=[C:17]([N+:20]([O-])=O)[CH:18]=3)[N:13]=[CH:12][C:11]=2[C:23]#[N:24])[CH:5]=[CH:6][C:7]=1[F:8].O.O.[Sn](Cl)(Cl)(Cl)Cl.C([O-])(O)=O.[Na+]. (5) The reactants are: [F:1][C:2]([F:34])([F:33])[CH2:3][O:4][C:5]1[C:10]2[C:11]([O:14][CH2:15][CH:16]3[CH2:21][CH2:20][N:19]([CH2:22][C:23]4([C:29]([O:31]C)=[O:30])[CH2:28][CH2:27][O:26][CH2:25][CH2:24]4)[CH2:18][CH2:17]3)=[N:12][O:13][C:9]=2[CH:8]=[CH:7][CH:6]=1.Cl. Given the product [F:34][C:2]([F:1])([F:33])[CH2:3][O:4][C:5]1[C:10]2[C:11]([O:14][CH2:15][CH:16]3[CH2:17][CH2:18][N:19]([CH2:22][C:23]4([C:29]([OH:31])=[O:30])[CH2:28][CH2:27][O:26][CH2:25][CH2:24]4)[CH2:20][CH2:21]3)=[N:12][O:13][C:9]=2[CH:8]=[CH:7][CH:6]=1, predict the reactants needed to synthesize it.